This data is from Reaction yield outcomes from USPTO patents with 853,638 reactions. The task is: Predict the reaction yield, written as a fraction of the theoretical maximum amount of product (1.0 means a 100% yield; for example, 0.34 means a 34% yield). (1) The reactants are [Br:1]N1C(=O)CCC1=O.[CH3:9][O:10][C:11]([CH:13]1[CH2:22][CH2:21][C:20]2[C:15](=[CH:16][CH:17]=[CH:18][CH:19]=2)[NH:14]1)=[O:12]. The catalyst is CN(C=O)C.O. The product is [Br:1][C:18]1[CH:19]=[C:20]2[C:15](=[CH:16][CH:17]=1)[NH:14][CH:13]([C:11]([O:10][CH3:9])=[O:12])[CH2:22][CH2:21]2. The yield is 0.555. (2) The reactants are Cl.[CH3:2][CH:3]([O:5][C:6]1[CH:11]=[CH:10][C:9]([C:12]2[C:16]([CH:17]=[O:18])=[CH:15][NH:14][N:13]=2)=[CH:8][CH:7]=1)[CH3:4].[C:19]([O-])([O-])=O.[K+].[K+].CI.O. The catalyst is C(#N)C. The product is [CH:3]([O:5][C:6]1[CH:11]=[CH:10][C:9]([C:12]2[N:13]([CH3:19])[N:14]=[CH:15][C:16]=2[CH:17]=[O:18])=[CH:8][CH:7]=1)([CH3:2])[CH3:4]. The yield is 0.210. (3) The reactants are [F:1][C:2]([F:10])([F:9])[C@@H:3]([OH:8])[C:4](C#N)=[O:5].[OH-:11].[Na+].OO.Cl. No catalyst specified. The product is [F:1][C:2]([F:10])([F:9])[C@@H:3]([OH:8])[C:4]([OH:11])=[O:5]. The yield is 0.900. (4) The reactants are [C:1]([C:3]1[N:4]=[CH:5][C:6]([N:27]2[CH2:32][CH2:31][CH2:30][C@@H:29]([NH:33][C:34](=[O:40])[O:35][C:36]([CH3:39])([CH3:38])[CH3:37])[C@H:28]2[CH3:41])=[N:7][C:8]=1[NH:9][C:10]1[CH:15]=[CH:14][C:13]([CH:16]2[CH2:21][CH2:20][N:19]([CH:22]3[CH2:26][CH2:25][CH2:24][CH2:23]3)[CH2:18][CH2:17]2)=[CH:12][CH:11]=1)#[N:2].CS(C)=[O:44].OO.[OH-].[Na+]. The catalyst is CO.CC#N. The product is [C:1]([C:3]1[N:4]=[CH:5][C:6]([N:27]2[CH2:32][CH2:31][CH2:30][C@@H:29]([NH:33][C:34](=[O:40])[O:35][C:36]([CH3:37])([CH3:39])[CH3:38])[C@H:28]2[CH3:41])=[N:7][C:8]=1[NH:9][C:10]1[CH:15]=[CH:14][C:13]([CH:16]2[CH2:21][CH2:20][N:19]([CH:22]3[CH2:23][CH2:24][CH2:25][CH2:26]3)[CH2:18][CH2:17]2)=[CH:12][CH:11]=1)(=[O:44])[NH2:2]. The yield is 0.970. (5) The yield is 0.910. The catalyst is C(Cl)Cl.[O-2].[O-2].[Mn+4]. The product is [CH3:1][NH:2][C:3]1[C:8]([CH:9]=[O:10])=[CH:7][N:6]=[C:5]([S:11][CH3:12])[N:4]=1. The reactants are [CH3:1][NH:2][C:3]1[C:8]([CH2:9][OH:10])=[CH:7][N:6]=[C:5]([S:11][CH3:12])[N:4]=1.